Dataset: HIV replication inhibition screening data with 41,000+ compounds from the AIDS Antiviral Screen. Task: Binary Classification. Given a drug SMILES string, predict its activity (active/inactive) in a high-throughput screening assay against a specified biological target. The compound is CC1CN(c2cc3c(cc2F)c(=O)c(C(=O)O)cn3-c2ccc(N3CCN(C)CC3)cn2)CC(C)N1. The result is 0 (inactive).